This data is from Full USPTO retrosynthesis dataset with 1.9M reactions from patents (1976-2016). The task is: Predict the reactants needed to synthesize the given product. Given the product [F:15][C:12]1[CH:13]=[CH:14][C:9]([C:4]2[C:3]([C:2]([F:18])([F:17])[F:1])=[N:21][NH:20][C:6](=[O:7])[CH:5]=2)=[CH:10][CH:11]=1, predict the reactants needed to synthesize it. The reactants are: [F:1][C:2]([F:18])([F:17])[C:3](=O)[C:4]([C:9]1[CH:14]=[CH:13][C:12]([F:15])=[CH:11][CH:10]=1)=[CH:5][C:6](O)=[O:7].O.[NH2:20][NH2:21].